The task is: Regression. Given a peptide amino acid sequence and an MHC pseudo amino acid sequence, predict their binding affinity value. This is MHC class I binding data.. This data is from Peptide-MHC class I binding affinity with 185,985 pairs from IEDB/IMGT. (1) The peptide sequence is FVFTLTVPS. The MHC is HLA-A68:02 with pseudo-sequence HLA-A68:02. The binding affinity (normalized) is 0.702. (2) The peptide sequence is RMYNPTNI. The MHC is Mamu-B17 with pseudo-sequence Mamu-B17. The binding affinity (normalized) is 0.